This data is from Full USPTO retrosynthesis dataset with 1.9M reactions from patents (1976-2016). The task is: Predict the reactants needed to synthesize the given product. (1) Given the product [Br:1][C:2]1[CH:7]=[CH:6][C:5]([S:8]([N:18]2[CH2:19][CH2:20][N:15]([CH3:14])[CH2:16][CH2:17]2)(=[O:10])=[O:9])=[C:4]([CH2:12][CH3:13])[CH:3]=1, predict the reactants needed to synthesize it. The reactants are: [Br:1][C:2]1[CH:7]=[CH:6][C:5]([S:8](Cl)(=[O:10])=[O:9])=[C:4]([CH2:12][CH3:13])[CH:3]=1.[CH3:14][N:15]1[CH2:20][CH2:19][NH:18][CH2:17][CH2:16]1. (2) Given the product [S:43]1[CH:44]=[CH:45][CH:46]=[C:42]1[C:7]1([CH:2]([C:3]#[N:4])[C:5]#[N:6])[CH:30]=[CH:29][C:28]2[C:27]3[C:22](=[C:23]([C:44]4[S:43][CH:42]=[CH:46][CH:45]=4)[CH:24]=[CH:25][CH:26]=3)[C:8]3[C:7](=[CH:30][CH:29]=[CH:28][CH:9]=3)[C:15]3[C:10](=[CH:11][CH:12]=[CH:13][CH:14]=3)[C:9]=2[CH:8]1[CH:31]([C:32]#[N:33])[C:34]#[N:35], predict the reactants needed to synthesize it. The reactants are: Br[C:2]([C:7]1[C:8]([C:31](Br)([C:34]#[N:35])[C:32]#[N:33])=[C:9]2[C:28](=[CH:29][CH:30]=1)[C:27]1[C:22](=[CH:23][CH:24]=[CH:25][CH:26]=1)C1C(=CC=CC=1)[C:15]1[C:10]2=[CH:11][CH:12]=[CH:13][CH:14]=1)([C:5]#[N:6])[C:3]#[N:4].C([Sn](CCCC)(CCCC)[C:42]1[S:43][CH:44]=[CH:45][CH:46]=1)CCC. (3) Given the product [CH3:36][C:35]1[O:34][C:33]([C:37]2[CH:38]=[CH:39][CH:40]=[CH:41][CH:42]=2)=[N:32][C:31]=1[CH2:30][O:29][C:28]1[CH:27]=[CH:26][C:25]([CH2:24][O:3]/[N:4]=[C:5](\[C:10]2[CH:15]=[CH:14][CH:13]=[C:12]([O:16][C:17]3[CH:22]=[CH:21][CH:20]=[CH:19][CH:18]=3)[CH:11]=2)/[C:6]([OH:8])=[O:7])=[CH:44][CH:43]=1, predict the reactants needed to synthesize it. The reactants are: [H-].[Na+].[OH:3]/[N:4]=[C:5](\[C:10]1[CH:15]=[CH:14][CH:13]=[C:12]([O:16][C:17]2[CH:22]=[CH:21][CH:20]=[CH:19][CH:18]=2)[CH:11]=1)/[C:6]([O:8]C)=[O:7].Cl[CH2:24][C:25]1[CH:44]=[CH:43][C:28]([O:29][CH2:30][C:31]2[N:32]=[C:33]([C:37]3[CH:42]=[CH:41][CH:40]=[CH:39][CH:38]=3)[O:34][C:35]=2[CH3:36])=[CH:27][CH:26]=1.Cl.C(=O)(O)[O-].[Na+]. (4) The reactants are: C(OC([NH:8][C@H:9]1[CH2:14][CH2:13][CH2:12][N:11]([C:15]2[CH:20]=[CH:19][N:18]=[CH:17][C:16]=2[NH:21][C:22]([C:24]2[C:33]([NH:34]C(=O)OCC3C=CC=CC=3)=[CH:32][C:31]3[C:26](=[CH:27][C:28]([CH:45]=[O:46])=[CH:29][CH:30]=3)[N:25]=2)=[O:23])[CH2:10]1)=O)(C)(C)C.Br.[CH3:48][C:49](O)=O. Given the product [NH2:34][C:33]1[C:24]([C:22]([NH:21][C:16]2[CH:17]=[N:18][CH:19]=[CH:20][C:15]=2[N:11]2[CH2:12][CH2:13][CH2:14][C@H:9]([NH2:8])[CH2:10]2)=[O:23])=[N:25][C:26]2[C:31]([CH:32]=1)=[CH:30][CH:29]=[C:28]([CH:45]([OH:46])[C:49]1[CH:48]=[CH:13][CH:14]=[CH:9][CH:10]=1)[CH:27]=2, predict the reactants needed to synthesize it. (5) Given the product [NH2:13][C:14]1[C:22]([Br:23])=[CH:21][C:20]([CH3:24])=[CH:19][C:15]=1[C:16]([NH:9][CH2:8][C:6]1[CH:7]=[C:2]([Cl:1])[CH:3]=[CH:4][C:5]=1[S:10][CH2:11][CH3:12])=[O:17], predict the reactants needed to synthesize it. The reactants are: [Cl:1][C:2]1[CH:3]=[CH:4][C:5]([S:10][CH2:11][CH3:12])=[C:6]([CH2:8][NH2:9])[CH:7]=1.[NH2:13][C:14]1[C:22]([Br:23])=[CH:21][C:20]([CH3:24])=[CH:19][C:15]=1[C:16](O)=[O:17].BrC1C(C)=CC(C(NNC2C=C(Cl)C=CC=2SCC)=O)=C([N+]([O-])=O)C=1. (6) Given the product [NH2:1][C:2]1[N:3]([CH3:26])[C:4](=[O:25])[C@@:5]([C:7]2[CH:12]=[CH:11][C:10]([O:13][CH:14]([F:16])[F:15])=[C:9]([CH3:17])[CH:8]=2)([C:18]2[CH:23]=[CH:22][CH:21]=[C:20]([C:32]#[C:33][CH2:34][CH2:35][CH3:36])[CH:19]=2)[N:6]=1, predict the reactants needed to synthesize it. The reactants are: [NH2:1][C:2]1[N:3]([CH3:26])[C:4](=[O:25])[C@:5]([C:18]2[CH:23]=[CH:22][CH:21]=[C:20](Br)[CH:19]=2)([C:7]2[CH:12]=[CH:11][C:10]([O:13][CH:14]([F:16])[F:15])=[C:9]([CH3:17])[CH:8]=2)[N:6]=1.N1CCCC1.[CH:32]#[C:33][CH2:34][CH2:35][CH3:36]. (7) The reactants are: [CH2:1]([S:3]([N:6]1[C:18]2[CH2:17][CH2:16][CH:15]([CH:19]3[CH2:24][CH2:23][O:22][CH2:21][CH2:20]3)[CH2:14][C:13]=2[C:12]2[C:7]1=[CH:8][CH:9]=[C:10]([C:25]([OH:27])=O)[CH:11]=2)(=[O:5])=[O:4])[CH3:2].Cl.[NH:29]1[CH2:34][CH2:33][CH2:32][C@@H:31]([OH:35])[CH2:30]1.C(N(C(C)C)C(C)C)C.CN(C(ON1N=NC2C=CC=NC1=2)=[N+](C)C)C.F[P-](F)(F)(F)(F)F. Given the product [CH2:1]([S:3]([N:6]1[C:18]2[CH2:17][CH2:16][CH:15]([CH:19]3[CH2:24][CH2:23][O:22][CH2:21][CH2:20]3)[CH2:14][C:13]=2[C:12]2[C:7]1=[CH:8][CH:9]=[C:10]([C:25]([N:29]1[CH2:34][CH2:33][CH2:32][C@@H:31]([OH:35])[CH2:30]1)=[O:27])[CH:11]=2)(=[O:5])=[O:4])[CH3:2], predict the reactants needed to synthesize it. (8) The reactants are: [C:1]([O:5][C:6]([N:8]1[CH2:13][CH2:12][CH:11]([CH:14]2[O:23][C:17]3=[CH:18][N:19]=[C:20](Cl)[CH:21]=[C:16]3[CH2:15]2)[CH2:10][CH2:9]1)=[O:7])([CH3:4])([CH3:3])[CH3:2].[N:24]1[CH:29]=[C:28](B(O)O)[CH:27]=[N:26][CH:25]=1. Given the product [C:1]([O:5][C:6]([N:8]1[CH2:13][CH2:12][CH:11]([CH:14]2[O:23][C:17]3=[CH:18][N:19]=[C:20]([C:28]4[CH:29]=[N:24][CH:25]=[N:26][CH:27]=4)[CH:21]=[C:16]3[CH2:15]2)[CH2:10][CH2:9]1)=[O:7])([CH3:4])([CH3:3])[CH3:2], predict the reactants needed to synthesize it. (9) Given the product [C:1]([O:4][C:5]1[CH:6]=[CH:12][C:29]([CH:28]=[CH2:27])=[CH:30][CH:31]=1)(=[O:3])[CH3:2].[C:13]([O:15][C:30]([CH3:29])([CH3:31])[CH3:1])(=[O:14])[C:12]([CH3:18])=[CH2:17].[C:20]([O:22][CH2:23][C:28]1[CH:27]=[CH:26][CH:31]=[CH:30][CH:29]=1)(=[O:21])[C:19]([CH3:24])=[CH2:25], predict the reactants needed to synthesize it. The reactants are: [C:1]([O:4][CH2:5][CH2:6]OCC)(=[O:3])[CH3:2].N([C:19]([CH3:25])([CH3:24])[C:20]([O:22][CH3:23])=[O:21])=N[C:12]([CH3:18])([CH3:17])[C:13]([O:15]C)=[O:14].[CH3:26][CH2:27][CH2:28][CH2:29][CH2:30][CH3:31].